This data is from Full USPTO retrosynthesis dataset with 1.9M reactions from patents (1976-2016). The task is: Predict the reactants needed to synthesize the given product. (1) Given the product [C:37]([N:11]([CH2:12][C:13]([CH3:36])=[CH:14][CH2:15][C:16]1[C:17]([OH:29])=[C:18]2[C:22](=[C:23]([CH3:27])[C:24]=1[O:25][CH3:26])[CH2:21][O:20][C:19]2=[O:28])[CH2:10][CH2:9][P:4](=[O:3])([OH:5])[OH:8])(=[O:39])[CH3:38], predict the reactants needed to synthesize it. The reactants are: C([O:3][P:4]([CH2:9][CH2:10][N:11]([C:37](=[O:39])[CH3:38])[CH2:12][C:13]([CH3:36])=[CH:14][CH2:15][C:16]1[C:17]([O:29]CC[Si](C)(C)C)=[C:18]2[C:22](=[C:23]([CH3:27])[C:24]=1[O:25][CH3:26])[CH2:21][O:20][C:19]2=[O:28])(=[O:8])[O:5]CC)C.C[Si](Br)(C)C.N1C(C)=CC=CC=1C. (2) Given the product [CH:55]1([C@H:38]2[C@H:37]([CH3:58])[C@@H:36]([NH:35][C:20]3[CH:21]=[CH:16][CH:15]=[C:10]([CH3:11])[N:8]=3)[C:45]3[C:40](=[CH:41][CH:42]=[C:43]([S:46]([CH:49]([CH3:51])[CH3:50])(=[O:48])=[O:47])[CH:44]=3)[N:39]2[C:52](=[O:54])[CH3:53])[CH2:57][CH2:56]1, predict the reactants needed to synthesize it. The reactants are: CC(C)([O-])C.[Na+].C[N:8]([C:10]1[C:15]([C:16]2[C:21](P(C3CCCCC3)C3CCCCC3)=[CH:20]C=CC=2)=CC=C[CH:11]=1)C.[NH2:35][C@H:36]1[C:45]2[C:40](=[CH:41][CH:42]=[C:43]([S:46]([CH:49]([CH3:51])[CH3:50])(=[O:48])=[O:47])[CH:44]=2)[N:39]([C:52](=[O:54])[CH3:53])[C@@H:38]([CH:55]2[CH2:57][CH2:56]2)[C@@H:37]1[CH3:58].BrC1C=CC=C(C)N=1.